This data is from Reaction yield outcomes from USPTO patents with 853,638 reactions. The task is: Predict the reaction yield, written as a fraction of the theoretical maximum amount of product (1.0 means a 100% yield; for example, 0.34 means a 34% yield). (1) The reactants are CO/[CH:3]=[CH:4]/[C:5](=O)[CH:6]([CH3:8])[CH3:7].[C:10]([CH2:12][C:13]([NH:15][C:16]1[CH:21]=[CH:20][C:19]([F:22])=[CH:18][CH:17]=1)=[O:14])#[N:11].N12CCN(CC1)CC2.COCCOCCO. The catalyst is C(OCC)(=O)C. The product is [F:22][C:19]1[CH:18]=[CH:17][C:16]([N:15]2[C:5]([CH:6]([CH3:8])[CH3:7])=[CH:4][CH:3]=[C:12]([C:10]#[N:11])[C:13]2=[O:14])=[CH:21][CH:20]=1. The yield is 0.590. (2) The reactants are [CH3:1][O:2][C:3]([C:5]1[C:6]2[CH:7]=[CH:8][N:9]([CH:15]([CH3:17])[CH3:16])[C:10]=2[CH:11]=[C:12]([OH:14])[CH:13]=1)=[O:4].[CH3:18][N:19]([CH3:23])[CH2:20][CH2:21]O.C1C=CC(P(C2C=CC=CC=2)C2C=CC=CC=2)=CC=1.CCOC(/N=N/C(OCC)=O)=O. The catalyst is C1COCC1. The product is [CH3:1][O:2][C:3]([C:5]1[C:6]2[CH:7]=[CH:8][N:9]([CH:15]([CH3:17])[CH3:16])[C:10]=2[CH:11]=[C:12]([O:14][CH2:21][CH2:20][N:19]([CH3:23])[CH3:18])[CH:13]=1)=[O:4]. The yield is 0.600. (3) The reactants are [I:1][C:2]1[C:10]2[N:9]([CH3:11])[C:8]3[CH2:12][CH2:13][NH:14][CH2:15][C:7]=3[C:6]=2[CH:5]=[CH:4][CH:3]=1.[CH2:16]=O.[BH4-].[Na+]. The catalyst is CO.O. The product is [I:1][C:2]1[C:10]2[N:9]([CH3:11])[C:8]3[CH2:12][CH2:13][N:14]([CH3:16])[CH2:15][C:7]=3[C:6]=2[CH:5]=[CH:4][CH:3]=1. The yield is 0.150. (4) The reactants are [Cl:1][C:2]1[CH:29]=[CH:28][C:5]([CH2:6][C:7]2[N:8]=[C:9]([C:22]3[CH:27]=[CH:26][N:25]=[CH:24][CH:23]=3)[S:10][C:11]=2[C:12]2[NH:16][N:15]=[C:14]([C:17]([O:19]CC)=[O:18])[CH:13]=2)=[CH:4][CH:3]=1.[Li+].[OH-].Cl. The catalyst is C1COCC1. The product is [Cl:1][C:2]1[CH:3]=[CH:4][C:5]([CH2:6][C:7]2[N:8]=[C:9]([C:22]3[CH:27]=[CH:26][N:25]=[CH:24][CH:23]=3)[S:10][C:11]=2[C:12]2[NH:16][N:15]=[C:14]([C:17]([OH:19])=[O:18])[CH:13]=2)=[CH:28][CH:29]=1. The yield is 0.0700. (5) The reactants are [Cl:1][C:2]1[N:7]=[C:6]([NH:8][CH:9]([CH2:12][CH3:13])[CH2:10][CH3:11])[C:5]([N+:14]([O-])=O)=[CH:4][CH:3]=1. The catalyst is CO.CCOC(C)=O. The product is [Cl:1][C:2]1[N:7]=[C:6]([NH:8][CH:9]([CH2:12][CH3:13])[CH2:10][CH3:11])[C:5]([NH2:14])=[CH:4][CH:3]=1. The yield is 0.570. (6) The reactants are Br[C:2]1[CH:3]=[C:4]([C:16]([NH:18][CH2:19][C:20]2[C:21](=[O:28])[NH:22][C:23]([CH3:27])=[CH:24][C:25]=2[CH3:26])=[O:17])[C:5]2[CH:6]=[N:7][N:8]([CH:11]3[CH2:15][CH2:14][CH2:13][CH2:12]3)[C:9]=2[CH:10]=1.[OH:29][CH2:30][C:31]1[CH:36]=[CH:35][C:34](B(O)O)=[CH:33][CH:32]=1.C([O-])([O-])=O.[Na+].[Na+].C(Cl)Cl. The catalyst is O1CCOCC1.C1C=CC([P]([Pd]([P](C2C=CC=CC=2)(C2C=CC=CC=2)C2C=CC=CC=2)([P](C2C=CC=CC=2)(C2C=CC=CC=2)C2C=CC=CC=2)[P](C2C=CC=CC=2)(C2C=CC=CC=2)C2C=CC=CC=2)(C2C=CC=CC=2)C2C=CC=CC=2)=CC=1. The product is [CH:11]1([N:8]2[C:9]3[CH:10]=[C:2]([C:34]4[CH:35]=[CH:36][C:31]([CH2:30][OH:29])=[CH:32][CH:33]=4)[CH:3]=[C:4]([C:16]([NH:18][CH2:19][C:20]4[C:21](=[O:28])[NH:22][C:23]([CH3:27])=[CH:24][C:25]=4[CH3:26])=[O:17])[C:5]=3[CH:6]=[N:7]2)[CH2:15][CH2:14][CH2:13][CH2:12]1. The yield is 0.893. (7) The reactants are FC(F)(F)C([N:5]1[CH2:10][CH2:9][CH:8]([C:11]2[C:20]3[C:15](=[CH:16][C:17]([O:21][CH3:22])=[CH:18][CH:19]=3)[CH2:14][CH2:13][N:12]=2)[CH2:7][CH2:6]1)=O.C([O-])([O-])=O.[K+].[K+]. No catalyst specified. The product is [CH3:22][O:21][C:17]1[CH:16]=[C:15]2[C:20](=[CH:19][CH:18]=1)[C:11]([CH:8]1[CH2:9][CH2:10][NH:5][CH2:6][CH2:7]1)=[N:12][CH2:13][CH2:14]2. The yield is 0.880. (8) The catalyst is C1COCC1.CCN(CC)CC.CCOC(C)=O.Cl[Pd](Cl)([P](C1C=CC=CC=1)(C1C=CC=CC=1)C1C=CC=CC=1)[P](C1C=CC=CC=1)(C1C=CC=CC=1)C1C=CC=CC=1.[Cu]I. The product is [Si:1]([O:18][CH2:19][C:20]1[CH:21]=[C:22]2[C:23](=[CH:24][C:25]=1[S:26]([CH3:29])(=[O:28])=[O:27])[N:30]([S:31]([CH3:34])(=[O:33])=[O:32])[C:39]([CH:38]([OH:41])[CH:37]([CH3:42])[CH3:36])=[CH:40]2)([C:14]([CH3:17])([CH3:16])[CH3:15])([C:8]1[CH:13]=[CH:12][CH:11]=[CH:10][CH:9]=1)[C:2]1[CH:7]=[CH:6][CH:5]=[CH:4][CH:3]=1. The yield is 0.900. The reactants are [Si:1]([O:18][CH2:19][C:20]1[C:25]([S:26]([CH3:29])(=[O:28])=[O:27])=[CH:24][C:23]([NH:30][S:31]([CH3:34])(=[O:33])=[O:32])=[C:22](I)[CH:21]=1)([C:14]([CH3:17])([CH3:16])[CH3:15])([C:8]1[CH:13]=[CH:12][CH:11]=[CH:10][CH:9]=1)[C:2]1[CH:7]=[CH:6][CH:5]=[CH:4][CH:3]=1.[CH3:36][CH:37]([CH3:42])[CH:38]([OH:41])[C:39]#[CH:40]. (9) The reactants are [F:1][C:2]1[CH:3]=[C:4]([CH:11]=[C:12](B2OC(C)(C)C(C)(C)O2)[CH:13]=1)[CH2:5][NH:6][S:7]([CH3:10])(=[O:9])=[O:8].Cl[C:24]1[C:29]([N+:30]([O-:32])=[O:31])=[C:28]([NH2:33])[CH:27]=[CH:26][N:25]=1.C([O-])([O-])=O.[Cs+].[Cs+]. The catalyst is O1CCOCC1.O.C1C=CC(P(C2C=CC=CC=2)[C-]2C=CC=C2)=CC=1.C1C=CC(P(C2C=CC=CC=2)[C-]2C=CC=C2)=CC=1.Cl[Pd]Cl.[Fe+2]. The product is [NH2:33][C:28]1[CH:27]=[CH:26][N:25]=[C:24]([C:12]2[CH:11]=[C:4]([CH:3]=[C:2]([F:1])[CH:13]=2)[CH2:5][NH:6][S:7]([CH3:10])(=[O:8])=[O:9])[C:29]=1[N+:30]([O-:32])=[O:31]. The yield is 0.580. (10) The reactants are [CH3:1][O:2][CH2:3][CH2:4][O:5][CH2:6][C:7]([C:10]1[CH:15]=[CH:14][C:13]([NH:16][C:17](=[O:19])[CH3:18])=[CH:12][C:11]=1[N+:20]([O-])=O)([CH3:9])[CH3:8]. The catalyst is CO.[Ni]. The product is [NH2:20][C:11]1[CH:12]=[C:13]([NH:16][C:17](=[O:19])[CH3:18])[CH:14]=[CH:15][C:10]=1[C:7]([CH3:9])([CH3:8])[CH2:6][O:5][CH2:4][CH2:3][O:2][CH3:1]. The yield is 0.350.